This data is from Experimentally validated miRNA-target interactions with 360,000+ pairs, plus equal number of negative samples. The task is: Binary Classification. Given a miRNA mature sequence and a target amino acid sequence, predict their likelihood of interaction. The miRNA is hsa-miR-935 with sequence CCAGUUACCGCUUCCGCUACCGC. The protein sequence of the target gene is MADLAECNIKVMCRFRPLNESEVNRGDKYIAKFQGEDTVVIASKPYAFDRVFQSSTSQEQVYNDCAKKIVKDVLEGYNGTIFAYGQTSSGKTHTMEGKLHDPEGMGIIPRIVQDIFNYIYSMDENLEFHIKVSYFEIYLDKIRDLLDVSKTNLSVHEDKNRVPYVKGCTERFVCSPDEVMDTIDEGKSNRHVAVTNMNEHSSRSHSIFLINVKQENTQTEQKLSGKLYLVDLAGSEKVSKTGAEGAVLDEAKNINKSLSALGNVISALAEGSTYVPYRDSKMTRILQDSLGGNCRTTIVI.... Result: 0 (no interaction).